This data is from NCI-60 drug combinations with 297,098 pairs across 59 cell lines. The task is: Regression. Given two drug SMILES strings and cell line genomic features, predict the synergy score measuring deviation from expected non-interaction effect. Drug 1: C1C(C(OC1N2C=NC3=C(N=C(N=C32)Cl)N)CO)O. Drug 2: C(CC(=O)O)C(=O)CN.Cl. Cell line: MDA-MB-435. Synergy scores: CSS=31.9, Synergy_ZIP=-9.04, Synergy_Bliss=-1.77, Synergy_Loewe=-63.9, Synergy_HSA=-1.26.